Dataset: Drug-target binding data from BindingDB using IC50 measurements. Task: Regression. Given a target protein amino acid sequence and a drug SMILES string, predict the binding affinity score between them. We predict pIC50 (pIC50 = -log10(IC50 in M); higher means more potent). Dataset: bindingdb_ic50. (1) The small molecule is NC(=O)c1c(OCc2c(F)cc(Br)cc2F)nsc1NC(=O)NCCCCN1CCCC1. The target protein (P35916) has sequence MQRGAALCLRLWLCLGLLDGLVSGYSMTPPTLNITEESHVIDTGDSLSISCRGQHPLEWAWPGAQEAPATGDKDSEDTGVVRDCEGTDARPYCKVLLLHEVHANDTGSYVCYYKYIKARIEGTTAASSYVFVRDFEQPFINKPDTLLVNRKDAMWVPCLVSIPGLNVTLRSQSSVLWPDGQEVVWDDRRGMLVSTPLLHDALYLQCETTWGDQDFLSNPFLVHITGNELYDIQLLPRKSLELLVGEKLVLNCTVWAEFNSGVTFDWDYPGKQAERGKWVPERRSQQTHTELSSILTIHNVSQHDLGSYVCKANNGIQRFRESTEVIVHENPFISVEWLKGPILEATAGDELVKLPVKLAAYPPPEFQWYKDGKALSGRHSPHALVLKEVTEASTGTYTLALWNSAAGLRRNISLELVVNVPPQIHEKEASSPSIYSRHSRQALTCTAYGVPLPLSIQWHWRPWTPCKMFAQRSLRRRQQQDLMPQCRDWRAVTTQDAVNP.... The pIC50 is 7.3. (2) The compound is Cc1cc(NS(=O)(=O)c2ccc(NC(=O)C(C)(C)c3ccc(Cl)c(Cl)c3)cc2)no1. The target protein sequence is MENRLRDTSRVVRSHAAPLNEVTQEDLRVERLHGRKYMNPSKKHVMREEFSDKIEHIMHDPRPQEGVHSELPVSISPLLCELAAPRQRIHFNPPETVVGIVTCGGICPGLNDVIRSLTLTAVNAYRVKRVIGFRFGYWGLSKKGSHTAMELYRTSVTSIHRYGGTILGSSRGPQDPSEMVDTLERLGVNILFTVGGDGTQRGALKIAEEAKRRGVNLAVFGIPKTIDNDLSFSHRTFGFETAVDKAVEAVRAAYAEAISLNYGVGVVKLMGRDSGFIAAEAAVASAQANICLVPENPISEDIVMALIQRRFETSRSCVIIVAEGFGQDWEGGTGGHDASGNKKLTDIGVVLTKRIQAWLRKNKERYPSGTVKYIDPSYMIRACPPSANDALFCATLSTLAMHEAMAGATNCIIALRYNSYILVPIKVATSVRRVLDLRGQLWRQVREITVGLQDDVRAFKEAEVRRELEAISLVRERLIGQLSKL. The pIC50 is 4.4. (3) The drug is CC[n+]1c(CC2C=C(C)N=C(c3ccccc3)N2C)ccc2ccccc21. The target protein (Q9R0W2) has sequence MSTVDDILEHIGEFHLFQKQTFFLLALLSGAFTPIYVGIVFLGFTPDHHCWSPGAAKLSQRCGWSQAEELNYTVPGLGPSDEASFLSQCMRYEVDWNQSTLDCVDPLSSLAADRNQLPLGPCEHGWVYNTPGSSIVTEFNLVCAHSWMLDLFQSVVNVGFFIGAMMIGYLADRFGRKFCLLVTILINAISGALMAISPNYAWMLVFRFLQGLVSKAGWLIGYILITEFVGLGYRRMVGICYQIAFTVGLLILAGVAYVIPNWRWLQFAVTLPNFCFLLYFWCIPESPRWLISQNKIVKAMKIIKHIAKKNGKSVPVSLQNLTPDEDAGKKLNPSFLDLVRTPQIRKHTLILMYNWFTSSVLYQGLIMHMGLAGDNIYLDFFYSALVEFPAAFIIILTIDRVGRRYPWAVSNMVAGAACLASVFIPDDLQWLKITIACLGRMGITMAYEMVCLVNAELYPTYIRNLGVLVCSSMCDIGGIITPFLVYRLTDIWMEFPLVVF.... The pIC50 is 3.7.